Dataset: Reaction yield outcomes from USPTO patents with 853,638 reactions. Task: Predict the reaction yield, written as a fraction of the theoretical maximum amount of product (1.0 means a 100% yield; for example, 0.34 means a 34% yield). (1) The reactants are [Cl:1][C:2]1[CH:7]=[CH:6][CH:5]=[C:4]([Cl:8])[C:3]=1[S:9][CH2:10][C:11]1[C:15]([CH2:16][O:17][C:18]2[CH:23]=[CH:22][C:21]([C:24]3[CH:25]=[C:26]4[C:31](=[CH:32][CH:33]=3)[N:30]=[C:29]([C:34]([O:36]CC)=[O:35])[CH:28]=[CH:27]4)=[CH:20][CH:19]=2)=[C:14]([CH:39]([CH3:41])[CH3:40])[O:13][N:12]=1.O1CCCC1.[OH-].[Na+].Cl. The catalyst is CO. The product is [Cl:8][C:4]1[CH:5]=[CH:6][CH:7]=[C:2]([Cl:1])[C:3]=1[S:9][CH2:10][C:11]1[C:15]([CH2:16][O:17][C:18]2[CH:19]=[CH:20][C:21]([C:24]3[CH:25]=[C:26]4[C:31](=[CH:32][CH:33]=3)[N:30]=[C:29]([C:34]([OH:36])=[O:35])[CH:28]=[CH:27]4)=[CH:22][CH:23]=2)=[C:14]([CH:39]([CH3:41])[CH3:40])[O:13][N:12]=1. The yield is 1.00. (2) The reactants are [C:1]([C:5]1[CH:9]=[C:8]([NH:10][C:11](OC2C=CC=CC=2)=[O:12])[N:7]([C:20]2[CH:25]=[CH:24][C:23]([CH2:26][C:27]([O:29][CH2:30][CH3:31])=[O:28])=[CH:22][CH:21]=2)[N:6]=1)([CH3:4])([CH3:3])[CH3:2].[N:32]1[CH:37]=[CH:36][C:35]([O:38][C:39]2[CH:45]=[CH:44][C:42]([NH2:43])=[CH:41][CH:40]=2)=[CH:34][CH:33]=1. The catalyst is C1COCC1. The product is [C:1]([C:5]1[CH:9]=[C:8]([NH:10][C:11]([NH:43][C:42]2[CH:41]=[CH:40][C:39]([O:38][C:35]3[CH:36]=[CH:37][N:32]=[CH:33][CH:34]=3)=[CH:45][CH:44]=2)=[O:12])[N:7]([C:20]2[CH:21]=[CH:22][C:23]([CH2:26][C:27]([O:29][CH2:30][CH3:31])=[O:28])=[CH:24][CH:25]=2)[N:6]=1)([CH3:3])([CH3:4])[CH3:2]. The yield is 0.700. (3) The reactants are [S:1]1[CH:5]=[CH:4][CH:3]=[C:2]1[CH2:6][CH2:7][OH:8].O1COCO[CH2:10]1. The catalyst is [Cl-].[In+3].[Cl-].[Cl-].C(#N)CCC. The product is [S:1]1[C:2]2[CH2:6][CH2:7][O:8][CH2:10][C:3]=2[CH:4]=[CH:5]1. The yield is 0.600. (4) The reactants are [CH:1]1([NH:4][C:5]([C:7]2[CH:8]=[C:9]([F:31])[C:10]([CH3:30])=[C:11]([C:13]3[C:14]([C:27]([OH:29])=O)=[CH:15][C:16]([C:19]([NH:21][CH2:22][C:23]([CH3:26])([CH3:25])[CH3:24])=[O:20])=[CH:17][CH:18]=3)[CH:12]=2)=[O:6])[CH2:3][CH2:2]1.CN(C(ON1N=NC2C=CC=CC1=2)=[N+](C)C)C.F[P-](F)(F)(F)(F)F.CCN(CC)CC.[N:63]1([CH:68]2[CH2:73][CH2:72][NH:71][CH2:70][CH2:69]2)[CH2:67][CH2:66][CH2:65][CH2:64]1. The catalyst is CN(C=O)C. The product is [CH:1]1([NH:4][C:5]([C:7]2[CH:12]=[C:11]([C:13]3[CH:18]=[CH:17][C:16]([C:19]([NH:21][CH2:22][C:23]([CH3:26])([CH3:24])[CH3:25])=[O:20])=[CH:15][C:14]=3[C:27]([N:71]3[CH2:72][CH2:73][CH:68]([N:63]4[CH2:67][CH2:66][CH2:65][CH2:64]4)[CH2:69][CH2:70]3)=[O:29])[C:10]([CH3:30])=[C:9]([F:31])[CH:8]=2)=[O:6])[CH2:2][CH2:3]1. The yield is 0.440. (5) The reactants are [CH2:1]([O:8][C:9]([N:11]([CH3:20])[C@H:12]([C:17](O)=[O:18])[C@H:13]([CH2:15][CH3:16])[CH3:14])=[O:10])[C:2]1[CH:7]=[CH:6][CH:5]=[CH:4][CH:3]=1.B.O1CCCC1.O. The catalyst is O1CCCC1.C(=O)([O-])[O-].[Na+].[Na+].COC(C)(C)C. The product is [OH:18][CH2:17][C@@H:12]([N:11]([CH3:20])[C:9](=[O:10])[O:8][CH2:1][C:2]1[CH:3]=[CH:4][CH:5]=[CH:6][CH:7]=1)[C@@H:13]([CH3:14])[CH2:15][CH3:16]. The yield is 0.970. (6) The reactants are [Cl:1][C:2]1[CH:3]=[C:4]([CH:8]=[C:9]([CH3:28])[C:10]=1[O:11][C:12]1[N:16]([CH3:17])[C:15]2[C:18]([CH:23]([CH2:26][CH3:27])[CH2:24][CH3:25])=[CH:19][CH:20]=[C:21]([Cl:22])[C:14]=2[N:13]=1)[C:5](O)=[O:6].[NH4+].O[N:31]1C2C=CC=CC=2N=N1.Cl.C(N=C=NCCCN(C)C)C. The catalyst is CN(C)C=O.C(=O)([O-])O.[Na+]. The product is [Cl:1][C:2]1[CH:3]=[C:4]([CH:8]=[C:9]([CH3:28])[C:10]=1[O:11][C:12]1[N:16]([CH3:17])[C:15]2[C:18]([CH:23]([CH2:24][CH3:25])[CH2:26][CH3:27])=[CH:19][CH:20]=[C:21]([Cl:22])[C:14]=2[N:13]=1)[C:5]([NH2:31])=[O:6]. The yield is 0.230. (7) The reactants are [C:1]([C:5]1[CH:10]=[C:9]([Br:11])[C:8]([N+:12]([O-:14])=[O:13])=[CH:7][C:6]=1[OH:15])([CH3:4])([CH3:3])[CH3:2].[C:16]([O-])([O-])=O.[Cs+].[Cs+].CI. The catalyst is CN(C=O)C.O. The product is [C:1]([C:5]1[CH:10]=[C:9]([Br:11])[C:8]([N+:12]([O-:14])=[O:13])=[CH:7][C:6]=1[O:15][CH3:16])([CH3:4])([CH3:2])[CH3:3]. The yield is 0.690.